From a dataset of Forward reaction prediction with 1.9M reactions from USPTO patents (1976-2016). Predict the product of the given reaction. (1) Given the reactants [Li].[F:2][C:3]1[CH:8]=[CH:7][CH:6]=[C:5]([F:9])[CH:4]=1.FC1C=CC=C(F)C=1[Li].[C:19](OC(=O)C)(=[O:21])[CH3:20], predict the reaction product. The product is: [CH3:20][C:19]([C:4]1[C:3]([F:2])=[CH:8][CH:7]=[CH:6][C:5]=1[F:9])=[O:21]. (2) Given the reactants CO[C:3]([C:5]1[CH:10]=[CH:9][N:8]2[CH:11]=[N:12][CH:13]=[C:7]2[C:6]=1[NH:14][C:15]1[CH:20]=[CH:19][C:18]([CH:21]2[CH2:23][CH2:22]2)=[CH:17][C:16]=1[F:24])=[O:4].[OH-].[Na+].[Cl-].[NH4+].C[N:30](C(ON1N=NC2C=CC=NC1=2)=[N+](C)C)C.F[P-](F)(F)(F)(F)F, predict the reaction product. The product is: [CH:21]1([C:18]2[CH:19]=[CH:20][C:15]([NH:14][C:6]3[C:7]4[N:8]([CH:11]=[N:12][CH:13]=4)[CH:9]=[CH:10][C:5]=3[C:3]([NH2:30])=[O:4])=[C:16]([F:24])[CH:17]=2)[CH2:22][CH2:23]1. (3) Given the reactants [Cl:1][C:2]1[CH:3]=[C:4]([N:9]=[C:10]=S)[CH:5]=[CH:6][C:7]=1[Cl:8].[N:12]#[C:13][NH2:14].[Na].Cl.CN(C)CCCN=C=NCC.[CH2:28]([N:30]1[CH2:35][CH2:34][CH2:33][C@@H:32]([CH2:36][N:37]2[CH2:42][CH2:41][NH:40][CH2:39][CH2:38]2)[CH2:31]1)[CH3:29], predict the reaction product. The product is: [C:13]([N:14]=[C:10]([N:40]1[CH2:39][CH2:38][N:37]([CH2:36][C@@H:32]2[CH2:33][CH2:34][CH2:35][N:30]([CH2:28][CH3:29])[CH2:31]2)[CH2:42][CH2:41]1)[NH:9][C:4]1[CH:5]=[CH:6][C:7]([Cl:8])=[C:2]([Cl:1])[CH:3]=1)#[N:12]. (4) Given the reactants C(=O)(O)[O-].[Na+].[Br:6]Br.[NH2:8][C:9]1[N:10]=[N:11][C:12]([Cl:15])=[CH:13][CH:14]=1, predict the reaction product. The product is: [Br:6][C:14]1[CH:13]=[C:12]([Cl:15])[N:11]=[N:10][C:9]=1[NH2:8]. (5) Given the reactants C[O:2]C1C=C2C(=CC=1)NN=C2C(NCC1CCN(CC2SC=C(C(O)=O)N=2)CC1)=O.[CH3:31][O:32][C:33]1[CH:34]=[C:35]2[C:39](=[CH:40][CH:41]=1)[NH:38][N:37]=[C:36]2[C:42]([NH:44][CH2:45][CH:46]1[CH2:51][CH2:50][N:49]([CH2:52][C:53]2[O:54][CH:55]=[C:56]([C:58]([O:60]C)=[O:59])[N:57]=2)[CH2:48][CH2:47]1)=[O:43], predict the reaction product. The product is: [OH2:2].[CH3:31][O:32][C:33]1[CH:34]=[C:35]2[C:39](=[CH:40][CH:41]=1)[NH:38][N:37]=[C:36]2[C:42]([NH:44][CH2:45][CH:46]1[CH2:51][CH2:50][N:49]([CH2:52][C:53]2[O:54][CH:55]=[C:56]([C:58]([OH:60])=[O:59])[N:57]=2)[CH2:48][CH2:47]1)=[O:43]. (6) The product is: [CH2:26]([N:10]1[C:9]2[N:8]=[C:7]([CH2:6][C:5]3[CH:4]=[CH:3][C:2]([NH:1][S:42]([C:32]4[C:41]5[C:36](=[CH:37][CH:38]=[CH:39][CH:40]=5)[CH:35]=[CH:34][CH:33]=4)(=[O:44])=[O:43])=[CH:31][CH:30]=3)[NH:15][C:14]=2[C:13](=[O:16])[N:12]([CH2:17][C:18]2[CH:23]=[CH:22][CH:21]=[CH:20][C:19]=2[F:24])[C:11]1=[O:25])[CH2:27][CH2:28][CH3:29]. Given the reactants [NH2:1][C:2]1[CH:31]=[CH:30][C:5]([CH2:6][C:7]2[NH:15][C:14]3[C:13](=[O:16])[N:12]([CH2:17][C:18]4[CH:23]=[CH:22][CH:21]=[CH:20][C:19]=4[F:24])[C:11](=[O:25])[N:10]([CH2:26][CH2:27][CH2:28][CH3:29])[C:9]=3[N:8]=2)=[CH:4][CH:3]=1.[C:32]1([S:42](Cl)(=[O:44])=[O:43])[C:41]2[C:36](=[CH:37][CH:38]=[CH:39][CH:40]=2)[CH:35]=[CH:34][CH:33]=1, predict the reaction product. (7) Given the reactants [CH3:1][O:2][CH:3]([O:15][CH3:16])[CH2:4][C:5]1[C:6]([C:13]#[N:14])=[N:7][CH:8]=[C:9]([O:11][CH3:12])[CH:10]=1.C(=O)([O-])[O-:18].[Na+].[Na+].OO, predict the reaction product. The product is: [CH3:16][O:15][CH:3]([O:2][CH3:1])[CH2:4][C:5]1[C:6]([C:13]([NH2:14])=[O:18])=[N:7][CH:8]=[C:9]([O:11][CH3:12])[CH:10]=1. (8) The product is: [S:18]1[CH:19]=[C:15]([N:10]2[CH2:11][CH2:12][N:8]([C:3]3[CH:4]=[N:5][CH:6]=[CH:7][C:2]=3[CH2:1][CH3:21])[C:9]2=[O:13])[CH:16]=[N:17]1. Given the reactants [CH3:1][C:2]1[CH:7]=[CH:6][N:5]=[CH:4][C:3]=1[N:8]1[CH2:12][CH2:11][NH:10][C:9]1=[O:13].Br[C:15]1[CH:16]=[N:17][S:18][CH:19]=1.N[C@@H:21]1CCCC[C@H]1N.P([O-])([O-])([O-])=O.[K+].[K+].[K+], predict the reaction product. (9) Given the reactants [O:1]1[C:5](=[O:6])[CH2:4][CH2:3][C:2]1=O.[CH3:8][C:9]1[CH:18]=[CH:17][C:16]2[C:11](=[CH:12][CH:13]=[CH:14][C:15]=2[N:19]2[CH2:24][CH2:23][N:22]([CH2:25][CH2:26][C:27]3[CH:28]=[C:29]([CH:31]=[CH:32][CH:33]=3)[NH2:30])[CH2:21][CH2:20]2)[N:10]=1.CO.Cl, predict the reaction product. The product is: [CH3:8][C:9]1[CH:18]=[CH:17][C:16]2[C:11](=[CH:12][CH:13]=[CH:14][C:15]=2[N:19]2[CH2:20][CH2:21][N:22]([CH2:25][CH2:26][C:27]3[CH:28]=[C:29]([N:30]4[C:2](=[O:1])[CH2:3][CH2:4][C:5]4=[O:6])[CH:31]=[CH:32][CH:33]=3)[CH2:23][CH2:24]2)[N:10]=1.